Task: Predict the reaction yield, written as a fraction of the theoretical maximum amount of product (1.0 means a 100% yield; for example, 0.34 means a 34% yield).. Dataset: Reaction yield outcomes from USPTO patents with 853,638 reactions (1) The reactants are C(OC([N:8]1[CH2:12][CH2:11][CH2:10][C@H:9]1[C:13]1[CH:18]=[CH:17][C:16](/[CH:19]=[CH:20]/[C:21]([O:23][CH3:24])=[O:22])=[CH:15][CH:14]=1)=O)(C)(C)C.[ClH:25].C(OCC)C. The catalyst is O1CCOCC1. The product is [ClH:25].[CH3:24][O:23][C:21](=[O:22])/[CH:20]=[CH:19]/[C:16]1[CH:17]=[CH:18][C:13]([C@@H:9]2[CH2:10][CH2:11][CH2:12][NH:8]2)=[CH:14][CH:15]=1. The yield is 0.940. (2) The reactants are [Cl:1][C:2]1[C:10]2[C:5](=[N:6][CH:7]=[C:8]([NH2:11])[N:9]=2)[N:4]([CH2:12][O:13][CH2:14][CH2:15][Si:16]([CH3:19])([CH3:18])[CH3:17])[CH:3]=1.[CH:20]1([N:26]=[C:27]=[O:28])[CH2:25][CH2:24][CH2:23][CH2:22][CH2:21]1. The catalyst is ClCCCl. The product is [CH:20]1([NH:26][C:27]([NH:11][C:8]2[N:9]=[C:10]3[C:2]([Cl:1])=[CH:3][N:4]([CH2:12][O:13][CH2:14][CH2:15][Si:16]([CH3:19])([CH3:18])[CH3:17])[C:5]3=[N:6][CH:7]=2)=[O:28])[CH2:25][CH2:24][CH2:23][CH2:22][CH2:21]1. The yield is 0.310. (3) The reactants are Br[CH2:2][C:3]([C:5]1[CH:10]=[CH:9][C:8]([O:11][CH3:12])=[CH:7][C:6]=1[O:13][CH3:14])=O.[NH2:15][C:16]([NH2:18])=[S:17]. The catalyst is CCO. The product is [CH3:14][O:13][C:6]1[CH:7]=[C:8]([O:11][CH3:12])[CH:9]=[CH:10][C:5]=1[C:3]1[N:15]=[C:16]([NH2:18])[S:17][CH:2]=1. The yield is 0.620. (4) The reactants are [NH2:1][CH:2]1[CH2:7][CH2:6][CH2:5][N:4]([C:8]2[CH:9]=[N:10][C:11]([O:17][C:18]3[CH:23]=[CH:22][C:21]([O:24][C:25]4[CH:30]=[CH:29][CH:28]=[CH:27][CH:26]=4)=[CH:20][CH:19]=3)=[C:12]([C:14]([NH2:16])=[O:15])[CH:13]=2)[CH2:3]1.C(N(CC)C(C)C)(C)C.[C:40](Cl)(=[O:43])[CH:41]=[CH2:42]. The catalyst is C(Cl)Cl. The product is [C:40]([NH:1][CH:2]1[CH2:7][CH2:6][CH2:5][N:4]([C:8]2[CH:9]=[N:10][C:11]([O:17][C:18]3[CH:23]=[CH:22][C:21]([O:24][C:25]4[CH:30]=[CH:29][CH:28]=[CH:27][CH:26]=4)=[CH:20][CH:19]=3)=[C:12]([C:14]([NH2:16])=[O:15])[CH:13]=2)[CH2:3]1)(=[O:43])[CH:41]=[CH2:42]. The yield is 0.299. (5) The reactants are [CH3:1][C:2]([C:5]1[C:10]([C:11]2[CH:16]=[C:15]([O:17][CH3:18])[CH:14]=[CH:13][C:12]=2[F:19])=[CH:9][C:8]([CH2:20][O:21][C:22]2[CH:27]=[CH:26][C:25]([C@@H:28](/[CH:35]=[CH:36]/[CH3:37])[CH2:29][C:30]([O:32]CC)=[O:31])=[CH:24][CH:23]=2)=[CH:7][CH:6]=1)([CH3:4])[CH3:3].[OH-].[Li+]. The catalyst is C1COCC1.CCO. The product is [CH3:4][C:2]([C:5]1[C:10]([C:11]2[CH:16]=[C:15]([O:17][CH3:18])[CH:14]=[CH:13][C:12]=2[F:19])=[CH:9][C:8]([CH2:20][O:21][C:22]2[CH:23]=[CH:24][C:25]([C@@H:28](/[CH:35]=[CH:36]/[CH3:37])[CH2:29][C:30]([OH:32])=[O:31])=[CH:26][CH:27]=2)=[CH:7][CH:6]=1)([CH3:1])[CH3:3]. The yield is 0.820. (6) The catalyst is OS(O)(=O)=O. The yield is 0.570. The reactants are [O:1]1[C:5]2[CH:6]=[CH:7][CH:8]=[CH:9][C:4]=2[C:3]([C:10]([O:12]CC)=[O:11])=[N:2]1. The product is [O:1]1[C:5]2[CH:6]=[CH:7][CH:8]=[CH:9][C:4]=2[C:3]([C:10]([OH:12])=[O:11])=[N:2]1. (7) The reactants are Br[C:2]1[CH:7]=[CH:6][C:5]([O:8][CH:9]([F:11])[F:10])=[CH:4][CH:3]=1.[CH3:12][C:13]1([CH3:29])[C:17]([CH3:19])([CH3:18])[O:16][B:15]([B:15]2[O:16][C:17]([CH3:19])([CH3:18])[C:13]([CH3:29])([CH3:12])[O:14]2)[O:14]1.C([O-])(=O)C.[K+]. The catalyst is CN(C=O)C.C(Cl)Cl.C1C=CC(P(C2C=CC=CC=2)[C-]2C=CC=C2)=CC=1.C1C=CC(P(C2C=CC=CC=2)[C-]2C=CC=C2)=CC=1.Cl[Pd]Cl.[Fe+2].C(Cl)Cl. The product is [F:10][CH:9]([F:11])[O:8][C:5]1[CH:6]=[CH:7][C:2]([B:15]2[O:16][C:17]([CH3:19])([CH3:18])[C:13]([CH3:29])([CH3:12])[O:14]2)=[CH:3][CH:4]=1. The yield is 0.740. (8) The reactants are [CH3:1][O:2][C:3]1[CH:4]=[C:5]2[C:10](=[CH:11][C:12]=1[O:13][CH3:14])[N:9]=[CH:8][CH:7]=[C:6]2[O:15][C:16]1[CH:22]=[CH:21][C:19]([NH2:20])=[CH:18][CH:17]=1.Cl[C:24](Cl)([O:26][C:27](=[O:33])OC(Cl)(Cl)Cl)Cl.[CH:35]1(O)[CH2:40][CH2:39]C[CH2:37][CH2:36]1.C(=O)(O)[O-].[Na+]. The catalyst is C(Cl)Cl.C(N(CC)CC)C.C1(C)C=CC=CC=1. The product is [CH3:1][O:2][C:3]1[CH:4]=[C:5]2[C:10](=[CH:11][C:12]=1[O:13][CH3:14])[N:9]=[CH:8][CH:7]=[C:6]2[O:15][C:16]1[CH:22]=[CH:21][C:19]([NH:20][C:27](=[O:33])[O:26][CH:24]2[CH2:39][CH2:40][CH2:35][CH2:36][CH2:37]2)=[CH:18][CH:17]=1. The yield is 0.770. (9) The reactants are C[O:2][C:3]1[CH:12]=[CH:11][C:10]2[CH2:9][N:8]([C:13]([C:15]3[CH:16]=[N:17][CH:18]=[CH:19][CH:20]=3)=[O:14])[CH2:7][CH2:6][C:5]=2[C:4]=1[CH:21]=[O:22].B(Br)(Br)Br. The catalyst is ClCCl. The product is [OH:2][C:3]1[CH:12]=[CH:11][C:10]2[CH2:9][N:8]([C:13]([C:15]3[CH:16]=[N:17][CH:18]=[CH:19][CH:20]=3)=[O:14])[CH2:7][CH2:6][C:5]=2[C:4]=1[CH:21]=[O:22]. The yield is 0.619.